From a dataset of Peptide-MHC class II binding affinity with 134,281 pairs from IEDB. Regression. Given a peptide amino acid sequence and an MHC pseudo amino acid sequence, predict their binding affinity value. This is MHC class II binding data. The peptide sequence is INEPTAADIAYGLDR. The MHC is HLA-DQA10102-DQB10602 with pseudo-sequence HLA-DQA10102-DQB10602. The binding affinity (normalized) is 0.769.